Dataset: Catalyst prediction with 721,799 reactions and 888 catalyst types from USPTO. Task: Predict which catalyst facilitates the given reaction. (1) Reactant: [NH2:1][C:2]1[C:3]2[N:14]([CH2:15][O:16][CH2:17][C:18]3[CH:23]=[CH:22][CH:21]=[CH:20][CH:19]=3)[CH:13]=[C:12]([CH2:24][CH2:25][CH2:26][CH:27]=O)[C:4]=2[N:5]=[C:6]([CH2:8][CH2:9][CH2:10][CH3:11])[N:7]=1.[N:29]1([C:35]([O:37][C:38]([CH3:41])([CH3:40])[CH3:39])=[O:36])[CH2:34][CH2:33][NH:32][CH2:31][CH2:30]1.C(O[BH-](OC(=O)C)OC(=O)C)(=O)C.[Na+]. Product: [NH2:1][C:2]1[C:3]2[N:14]([CH2:15][O:16][CH2:17][C:18]3[CH:23]=[CH:22][CH:21]=[CH:20][CH:19]=3)[CH:13]=[C:12]([CH2:24][CH2:25][CH2:26][CH2:27][N:32]3[CH2:33][CH2:34][N:29]([C:35]([O:37][C:38]([CH3:41])([CH3:40])[CH3:39])=[O:36])[CH2:30][CH2:31]3)[C:4]=2[N:5]=[C:6]([CH2:8][CH2:9][CH2:10][CH3:11])[N:7]=1. The catalyst class is: 4. (2) Reactant: [CH3:1][O:2][NH:3][C:4](=O)[O:5]C.[Cl:8][C:9]1[CH:14]=[CH:13][C:12]([N:15]2[CH:19]=[CH:18][C:17]([O:20][CH2:21][C@@H:22]3[C@H:24]([CH3:25])[O:23]3)=[N:16]2)=[CH:11][CH:10]=1.O. Product: [Cl:8][C:9]1[CH:10]=[CH:11][C:12]([N:15]2[CH:19]=[CH:18][C:17]([O:20][CH2:21][CH:22]3[O:23][C:4](=[O:5])[N:3]([O:2][CH3:1])[CH:24]3[CH3:25])=[N:16]2)=[CH:13][CH:14]=1. The catalyst class is: 16.